The task is: Predict the reactants needed to synthesize the given product.. This data is from Full USPTO retrosynthesis dataset with 1.9M reactions from patents (1976-2016). (1) Given the product [CH:21]([C:2]1[S:1][CH:5]=[CH:4][C:3]=1[NH:6][C:7](=[O:12])[C:8]([CH3:9])([CH3:11])[CH3:10])=[O:22], predict the reactants needed to synthesize it. The reactants are: [S:1]1[CH:5]=[CH:4][C:3]([NH:6][C:7](=[O:12])[C:8]([CH3:11])([CH3:10])[CH3:9])=[CH:2]1.[Li]CCCC.CN([CH:21]=[O:22])C. (2) Given the product [CH3:26][N:17]([C:13]1[CH:14]=[CH:15][CH:16]=[C:11]([C:9](=[O:10])[CH2:8][C:6]2[CH:5]=[CH:4][N:3]=[C:2]([NH:45][C:39]3[CH:38]=[C:37]4[C:42]([CH2:43][CH2:44][N:35]([C:33](=[O:34])[C:32]([F:47])([F:31])[F:46])[CH2:36]4)=[CH:41][CH:40]=3)[N:7]=2)[CH:12]=1)[C:18]([CH:20]1[CH2:25][CH2:24][CH2:23][CH2:22][CH2:21]1)=[O:19], predict the reactants needed to synthesize it. The reactants are: Cl[C:2]1[N:7]=[C:6]([CH2:8][C:9]([C:11]2[CH:12]=[C:13]([N:17]([CH3:26])[C:18]([CH:20]3[CH2:25][CH2:24][CH2:23][CH2:22][CH2:21]3)=[O:19])[CH:14]=[CH:15][CH:16]=2)=[O:10])[CH:5]=[CH:4][N:3]=1.CC(O)C.[F:31][C:32]([F:47])([F:46])[C:33]([N:35]1[CH2:44][CH2:43][C:42]2[C:37](=[CH:38][C:39]([NH2:45])=[CH:40][CH:41]=2)[CH2:36]1)=[O:34].[OH-].[Na+]. (3) Given the product [C:11]([N:13]1[CH2:14][CH2:15][CH2:16][CH2:17]1)([O:10][C:6]([CH3:9])([CH3:8])[CH3:7])=[O:12], predict the reactants needed to synthesize it. The reactants are: C([O-])(O)=O.[Na+].[C:6]([O:10][C:11]([N:13]1[CH2:17][C@@H:16](C2C=CC(Cl)=CC=2)[C@H:15](C(O)=O)[CH2:14]1)=[O:12])([CH3:9])([CH3:8])[CH3:7].C1C=CC2N(O)N=NC=2C=1.CCN=C=NCCCN(C)C. (4) Given the product [CH3:35][C:20]1[CH:19]=[C:18]([C:15]2[S:14][C:13]([C:2]3[CH2:7][CH2:6][CH:5]([C:8]([O:10][CH2:11][CH3:12])=[O:9])[CH2:4][CH:3]=3)=[N:17][CH:16]=2)[CH:23]=[C:22]([NH:24][C:25]2[N:30]=[C:29]([C:31]([F:34])([F:33])[F:32])[CH:28]=[CH:27][N:26]=2)[CH:21]=1, predict the reactants needed to synthesize it. The reactants are: O[C:2]1([C:13]2[S:14][C:15]([C:18]3[CH:23]=[C:22]([NH:24][C:25]4[N:30]=[C:29]([C:31]([F:34])([F:33])[F:32])[CH:28]=[CH:27][N:26]=4)[CH:21]=[C:20]([CH3:35])[CH:19]=3)=[CH:16][N:17]=2)[CH2:7][CH2:6][CH:5]([C:8]([O:10][CH2:11][CH3:12])=[O:9])[CH2:4][CH2:3]1.CS(O)(=O)=O.O=P12OP3(OP(OP(O3)(O1)=O)(=O)O2)=O.C(=O)(O)[O-].[Na+]. (5) Given the product [N+:8]([C:11]1[CH:12]=[C:13]([O:21][C:2]2[CH:7]=[CH:6][CH:5]=[CH:4][N:3]=2)[CH:14]=[C:15]2[C:20]=1[N:19]=[CH:18][CH:17]=[CH:16]2)([O-:10])=[O:9], predict the reactants needed to synthesize it. The reactants are: Br[C:2]1[CH:7]=[CH:6][CH:5]=[CH:4][N:3]=1.[N+:8]([C:11]1[CH:12]=[C:13]([OH:21])[CH:14]=[C:15]2[C:20]=1[N:19]=[CH:18][CH:17]=[CH:16]2)([O-:10])=[O:9].CC(C)(C(=O)CC(=O)C(C)(C)C)C.C(=O)([O-])[O-].[Cs+].[Cs+]. (6) Given the product [NH2:2][C:1]1[NH:20][N:19]=[C:4]([N:5]([CH2:14][C:15]#[N:16])[C:6]2[CH:11]=[C:10]([Cl:12])[CH:9]=[C:8]([Cl:13])[CH:7]=2)[N:3]=1, predict the reactants needed to synthesize it. The reactants are: [C:1](/[N:3]=[C:4](\SC)/[N:5]([CH2:14][C:15]#[N:16])[C:6]1[CH:11]=[C:10]([Cl:12])[CH:9]=[C:8]([Cl:13])[CH:7]=1)#[N:2].[NH2:19][NH2:20]. (7) Given the product [S:3]1[C:4]2[CH:10]=[CH:9][CH:8]=[CH:7][C:5]=2[N:6]=[C:2]1[NH:1][C:12](=[O:13])[O:14][C:15]1[CH:16]=[CH:17][C:18]([N+:21]([O-:23])=[O:22])=[CH:19][CH:20]=1, predict the reactants needed to synthesize it. The reactants are: [NH2:1][C:2]1[S:3][C:4]2[CH:10]=[CH:9][CH:8]=[CH:7][C:5]=2[N:6]=1.Cl[C:12]([O:14][C:15]1[CH:20]=[CH:19][C:18]([N+:21]([O-:23])=[O:22])=[CH:17][CH:16]=1)=[O:13].N1C=CC=CC=1.